This data is from Reaction yield outcomes from USPTO patents with 853,638 reactions. The task is: Predict the reaction yield, written as a fraction of the theoretical maximum amount of product (1.0 means a 100% yield; for example, 0.34 means a 34% yield). (1) The reactants are [CH3:1][C:2]1[N:3]=[C:4]([N:17]2[C:21](=[O:22])[NH:20][N:19]=[CH:18]2)[S:5][C:6]=1[C:7]([NH:9][CH2:10][C:11]1[CH:12]=[N:13][CH:14]=[CH:15][CH:16]=1)=[O:8].C(=O)([O-])[O-].[K+].[K+].CS(O[CH2:34][CH:35]1[CH2:37][C:36]1([F:39])[F:38])(=O)=O. The catalyst is CN(C)C=O.C(OCC)(=O)C. The product is [F:38][C:36]1([F:39])[CH2:37][CH:35]1[CH2:34][N:20]1[C:21](=[O:22])[N:17]([C:4]2[S:5][C:6]([C:7]([NH:9][CH2:10][C:11]3[CH:12]=[N:13][CH:14]=[CH:15][CH:16]=3)=[O:8])=[C:2]([CH3:1])[N:3]=2)[CH:18]=[N:19]1. The yield is 0.410. (2) The reactants are COC1C=CC(C2CCCOC2[N:15]2[C:23]3[C:18](=[CH:19][C:20]([C:24]4[N:28]=[C:27]([CH2:29][N:30]([CH3:32])[CH3:31])[NH:26][N:25]=4)=[CH:21][CH:22]=3)[CH:17]=[N:16]2)=CC=1.[C:33]1(C)[CH:38]=[CH:37][CH:36]=[CH:35][CH:34]=1.[O:40]1CCOC[CH2:41]1.Cl. No catalyst specified. The product is [CH3:41][O:40][C:33]1[CH:38]=[CH:37][C:36]([C:17]2[C:18]3[C:23](=[CH:22][CH:21]=[C:20]([C:24]4[N:28]=[C:27]([CH2:29][N:30]([CH3:31])[CH3:32])[NH:26][N:25]=4)[CH:19]=3)[NH:15][N:16]=2)=[CH:35][CH:34]=1. The yield is 0.200. (3) The reactants are Cl[C:2]([O:4][C:5]1[CH:10]=[CH:9][CH:8]=[CH:7][CH:6]=1)=[O:3].[I:11][C:12]1[CH:13]=[N:14][NH:15][CH:16]=1.O. The catalyst is C(Cl)Cl. The product is [I:11][C:12]1[CH:13]=[N:14][N:15]([C:2]([O:4][C:5]2[CH:10]=[CH:9][CH:8]=[CH:7][CH:6]=2)=[O:3])[CH:16]=1. The yield is 0.950.